Task: Predict the reaction yield, written as a fraction of the theoretical maximum amount of product (1.0 means a 100% yield; for example, 0.34 means a 34% yield).. Dataset: Reaction yield outcomes from USPTO patents with 853,638 reactions (1) The reactants are [CH2:1]([S:3]([N:6]1[CH2:11][CH2:10][CH:9]([C:12]2[C:20]3[C:15](=[C:16]([C:29]([NH2:31])=[O:30])[CH:17]=[C:18]([C:21]4[CH:26]=[CH:25][CH:24]=[C:23]([CH:27]=O)[CH:22]=4)[CH:19]=3)[NH:14][CH:13]=2)[CH2:8][CH2:7]1)(=[O:5])=[O:4])[CH3:2].[CH:32]1([NH2:37])[CH2:36][CH2:35][CH2:34][CH2:33]1.[BH-](OC(C)=O)(OC(C)=O)OC(C)=O.[Na+]. No catalyst specified. The product is [CH:32]1([NH:37][CH2:27][C:23]2[CH:22]=[C:21]([C:18]3[CH:19]=[C:20]4[C:15](=[C:16]([C:29]([NH2:31])=[O:30])[CH:17]=3)[NH:14][CH:13]=[C:12]4[CH:9]3[CH2:8][CH2:7][N:6]([S:3]([CH2:1][CH3:2])(=[O:4])=[O:5])[CH2:11][CH2:10]3)[CH:26]=[CH:25][CH:24]=2)[CH2:36][CH2:35][CH2:34][CH2:33]1. The yield is 0.640. (2) The reactants are [Cl:1][C:2]1[CH:10]=[CH:9][C:5]([C:6]([OH:8])=[O:7])=[CH:4][C:3]=1[NH:11][C:12]([NH2:14])=[O:13].[F:15][C:16]([F:24])([F:23])[C:17](=O)[CH2:18][C:19](=O)[CH3:20].[CH2:25](O)[CH3:26]. No catalyst specified. The product is [CH2:25]([O:7][C:6](=[O:8])[C:5]1[CH:9]=[CH:10][C:2]([Cl:1])=[C:3]([N:11]2[C:19]([CH3:20])=[CH:18][C:17]([C:16]([F:24])([F:23])[F:15])=[N:14][C:12]2=[O:13])[CH:4]=1)[CH3:26]. The yield is 0.0900. (3) The reactants are N([O-])=O.[Na+].N[C:6]1[S:7][C:8]2[C:13]([NH:14][C@H:15]([CH2:18][CH:19]([CH3:21])[CH3:20])[CH2:16][OH:17])=[N:12][C:11]([SH:22])=[N:10][C:9]=2[N:23]=1.[ClH:24]. The catalyst is O.C(#N)C. The product is [Cl:24][C:6]1[S:7][C:8]2[C:13]([NH:14][C@H:15]([CH2:18][CH:19]([CH3:21])[CH3:20])[CH2:16][OH:17])=[N:12][C:11]([S:22][S:22][C:11]3[N:12]=[C:13]([NH:14][C@@H:15]([CH2:16][OH:17])[CH2:18][CH:19]([CH3:20])[CH3:21])[C:8]4[S:7][C:6]([Cl:24])=[N:23][C:9]=4[N:10]=3)=[N:10][C:9]=2[N:23]=1. The yield is 0.800. (4) The reactants are [NH:1]1[C:5]2[CH:6]=[CH:7][C:8]([C:10]([N:12]3[C@@H:21]4[C@@H:16]([C:17]5[CH:25]=[CH:24][C:23]([C:26]([OH:28])=O)=[CH:22][C:18]=5[CH2:19][CH2:20]4)[CH2:15][CH2:14][CH2:13]3)=[O:11])=[CH:9][C:4]=2[N:3]=[CH:2]1.[CH3:29][NH2:30]. No catalyst specified. The yield is 0.750. The product is [CH3:29][NH:30][C:26]([C:23]1[CH:24]=[CH:25][C:17]2[C@@H:16]3[C@H:21]([CH2:20][CH2:19][C:18]=2[CH:22]=1)[N:12]([C:10]([C:8]1[CH:7]=[CH:6][C:5]2[NH:1][CH:2]=[N:3][C:4]=2[CH:9]=1)=[O:11])[CH2:13][CH2:14][CH2:15]3)=[O:28]. (5) The reactants are [Cl:1][C:2]1[CH:3]=[CH:4][C:5]([CH2:8][O:9][C:10]2[CH:15]=[CH:14][NH:13][C:12](=[O:16])[CH:11]=2)=[N:6][CH:7]=1.Br[C:18]1[CH:19]=[CH:20][C:21]2[C:22]3[CH2:31][N:30]([C:32]([O:34][C:35]([CH3:38])([CH3:37])[CH3:36])=[O:33])[CH2:29][CH2:28][C:23]=3[N:24]([CH3:27])[C:25]=2[CH:26]=1. No catalyst specified. The product is [Cl:1][C:2]1[CH:3]=[CH:4][C:5]([CH2:8][O:9][C:10]2[CH:15]=[CH:14][N:13]([C:18]3[CH:19]=[CH:20][C:21]4[C:22]5[CH2:31][N:30]([C:32]([O:34][C:35]([CH3:38])([CH3:37])[CH3:36])=[O:33])[CH2:29][CH2:28][C:23]=5[N:24]([CH3:27])[C:25]=4[CH:26]=3)[C:12](=[O:16])[CH:11]=2)=[N:6][CH:7]=1. The yield is 0.400. (6) The reactants are [F:1][C:2]1[CH:7]=[CH:6][CH:5]=[C:4]([F:8])[C:3]=1[N:9]1[C:14]2[N:15]=[C:16](S(C)=O)[N:17]=[C:18]([C:19]3[CH:20]=[C:21]([CH:28]=[CH:29][C:30]=3[CH3:31])[C:22]([NH:24][CH2:25][CH2:26][CH3:27])=[O:23])[C:13]=2[CH2:12][NH:11][C:10]1=[O:35].[CH3:36][CH:37]([NH:39][CH2:40][CH2:41][NH2:42])[CH3:38]. The catalyst is C(Cl)Cl. The product is [F:1][C:2]1[CH:7]=[CH:6][CH:5]=[C:4]([F:8])[C:3]=1[N:9]1[C:14]2[N:15]=[C:16]([NH:42][CH2:41][CH2:40][NH:39][CH:37]([CH3:38])[CH3:36])[N:17]=[C:18]([C:19]3[CH:20]=[C:21]([CH:28]=[CH:29][C:30]=3[CH3:31])[C:22]([NH:24][CH2:25][CH2:26][CH3:27])=[O:23])[C:13]=2[CH2:12][NH:11][C:10]1=[O:35]. The yield is 0.460. (7) The reactants are [Br-].[CH3:2][N:3]([CH3:25])[CH2:4][CH2:5][P+](C1C=CC=CC=1)(C1C=CC=CC=1)C1C=CC=CC=1.[Li][CH2:27]CCC.[F:31][C:32]1[CH:49]=[C:48]([N+:50]([O-:52])=[O:51])[CH:47]=[CH:46][C:33]=1[O:34][C:35]1[CH:40]=[CH:39][N:38]=[C:37]2[CH:41]=[C:42]([CH:44]=O)[S:43][C:36]=12.O. The catalyst is C1COCC1. The product is [F:31][C:32]1[CH:49]=[C:48]([N+:50]([O-:52])=[O:51])[CH:47]=[CH:46][C:33]=1[O:34][C:35]1[CH:40]=[CH:39][N:38]=[C:37]2[CH:41]=[C:42]([CH:44]=[CH:27][CH2:5][CH2:4][N:3]([CH3:25])[CH3:2])[S:43][C:36]=12. The yield is 0.780. (8) The reactants are [H-].[Na+].[OH:3][C:4]1[C:5](=[O:21])[C:6]2[CH:7]=[CH:8][C:9]3[O:10][C:11]([CH3:20])([CH3:19])[CH:12]=[CH:13][C:14]=3[C:15]=2[C:16](=[O:18])[CH:17]=1.[Br:22]Br.C(OCC)(=O)C.CCCCCC. The catalyst is CCCCCC.O1CCCC1.ClCCl.C(O)(=O)C. The product is [Br:22][C:17]1[C:16](=[O:18])[C:15]2[C:14]3[CH:13]=[CH:12][C:11]([CH3:19])([CH3:20])[O:10][C:9]=3[CH:8]=[CH:7][C:6]=2[C:5](=[O:21])[C:4]=1[OH:3]. The yield is 0.100. (9) The product is [N:2]1[CH:7]=[CH:6][CH:5]=[CH:4][C:3]=1[N:8]([CH2:32][CH2:33][C:34]([OH:36])=[O:35])[C:9]([C:11]1[CH:31]=[CH:30][C:14]2[N:15]([CH3:29])[C:16]([CH2:18][NH:19][C:20]3[N:21]=[CH:22][C:23]([C:26](=[NH:27])[NH2:28])=[N:24][CH:25]=3)=[N:17][C:13]=2[CH:12]=1)=[O:10]. The catalyst is CO. The yield is 0.110. The reactants are Cl.[N:2]1[CH:7]=[CH:6][CH:5]=[CH:4][C:3]=1[N:8]([CH2:32][CH2:33][C:34]([O:36]CC)=[O:35])[C:9]([C:11]1[CH:31]=[CH:30][C:14]2[N:15]([CH3:29])[C:16]([CH2:18][NH:19][C:20]3[N:21]=[CH:22][C:23]([C:26](=[NH:28])[NH2:27])=[N:24][CH:25]=3)=[N:17][C:13]=2[CH:12]=1)=[O:10].[OH-].[Na+].